This data is from Full USPTO retrosynthesis dataset with 1.9M reactions from patents (1976-2016). The task is: Predict the reactants needed to synthesize the given product. (1) Given the product [C:23]([C:21]1[CH:20]=[CH:19][C:18]([O:26][CH3:27])=[C:17]([CH:22]=1)[CH2:16][S:15][C:6]1[N:5]([CH2:4][C:3]([OH:28])=[O:2])[C:9]2[CH:10]=[C:11]([F:14])[CH:12]=[CH:13][C:8]=2[N:7]=1)(=[O:25])[CH3:24], predict the reactants needed to synthesize it. The reactants are: C[O:2][C:3](=[O:28])[CH2:4][N:5]1[C:9]2[CH:10]=[C:11]([F:14])[CH:12]=[CH:13][C:8]=2[N:7]=[C:6]1[S:15][CH2:16][C:17]1[CH:22]=[C:21]([C:23](=[O:25])[CH3:24])[CH:20]=[CH:19][C:18]=1[O:26][CH3:27].[OH-].[Li+]. (2) Given the product [C:5]([C:33]1[CH:32]=[CH:31][C:26]([C:27]2[NH:20][CH:8]([C:5]3[CH:6]=[CH:7][C:2]([Cl:1])=[CH:3][CH:4]=3)[C:9]([C:13]3[CH:14]=[CH:15][C:16]([Cl:19])=[CH:17][CH:18]=3)([CH2:10][CH3:11])[N:12]=2)=[C:25]([O:24][CH2:21][CH3:23])[CH:34]=1)([CH3:8])([CH3:6])[CH3:4].[C:5]([C:33]1[CH:32]=[CH:31][C:26]([C:27]2[N:20]([C:41]([Cl:44])=[O:42])[CH:8]([C:5]3[CH:6]=[CH:7][C:2]([Cl:1])=[CH:3][CH:4]=3)[C:9]([C:13]3[CH:14]=[CH:15][C:16]([Cl:19])=[CH:17][CH:18]=3)([CH2:10][CH3:11])[N:12]=2)=[C:25]([O:24][CH2:21][CH3:23])[CH:34]=1)([CH3:8])([CH3:6])[CH3:4], predict the reactants needed to synthesize it. The reactants are: [Cl:1][C:2]1[CH:7]=[CH:6][C:5]([CH:8]([NH2:20])[C:9]([C:13]2[CH:18]=[CH:17][C:16]([Cl:19])=[CH:15][CH:14]=2)([NH2:12])[CH2:10][CH3:11])=[CH:4][CH:3]=1.[CH:21]([O:24][C:25]1[CH:34]=[C:33](OC)[CH:32]=[CH:31][C:26]=1[C:27](OC)=O)([CH3:23])C.C[Al](C)C.[C:41]([Cl:44])(Cl)=[O:42]. (3) Given the product [CH3:15][C:13]1[N:10]=[C:2]2[S:1][CH:5]=[CH:4][N:3]2[C:11](=[O:16])[CH:12]=1, predict the reactants needed to synthesize it. The reactants are: [S:1]1[C:5]2C=CC=C[C:4]=2[N:3]=[C:2]1[NH2:10].[C:11](OCC)(=[O:16])[CH2:12][C:13]([CH3:15])=O. (4) Given the product [CH3:17][O:9][C:8](=[O:10])[C:7]1[CH:11]=[CH:12][C:4]([CH2:3][CH2:2][Br:1])=[CH:5][CH:6]=1, predict the reactants needed to synthesize it. The reactants are: [Br:1][CH2:2][CH2:3][C:4]1[CH:12]=[CH:11][C:7]([C:8]([OH:10])=[O:9])=[CH:6][CH:5]=1.S(Cl)(Cl)=O.[CH3:17]O. (5) Given the product [I-:16].[CH3:15][N+:2]([CH3:17])([CH3:1])[CH2:3][CH:4]([C:8]1[CH:13]=[CH:12][C:11]([CH3:14])=[CH:10][CH:9]=1)[C:5](=[O:7])[CH3:6], predict the reactants needed to synthesize it. The reactants are: [CH3:1][N:2]([CH3:15])[CH2:3][CH:4]([C:8]1[CH:13]=[CH:12][C:11]([CH3:14])=[CH:10][CH:9]=1)[C:5](=[O:7])[CH3:6].[I:16][CH3:17]. (6) Given the product [OH:12][CH2:11][C@@H:3]1[CH2:4][C:5]2[C:10](=[CH:9][CH:8]=[CH:7][CH:6]=2)[CH2:1][N:2]1[C:14](=[O:15])[CH3:13], predict the reactants needed to synthesize it. The reactants are: [CH2:1]1[C:10]2[C:5](=[CH:6][CH:7]=[CH:8][CH:9]=2)[CH2:4][C@@H:3]([CH2:11][OH:12])[NH:2]1.[CH3:13][C:14](OC(C)=O)=[O:15].C([O-])([O-])=O.[K+].[K+].CC(O)=O. (7) Given the product [F:16][C:15]1[CH:14]=[C:13]([C:17]([OH:20])([CH3:18])[CH3:19])[CH:12]=[C:11]([F:21])[C:10]=1[C:4]1[S:3][C:2]([NH:1][C:23]2[N:28]=[C:27]3[N:29]=[N:30][NH:31][C:26]3=[CH:25][CH:24]=2)=[C:6]([C:7]([NH2:9])=[O:8])[CH:5]=1, predict the reactants needed to synthesize it. The reactants are: [NH2:1][C:2]1[S:3][C:4]([C:10]2[C:15]([F:16])=[CH:14][C:13]([C:17]([OH:20])([CH3:19])[CH3:18])=[CH:12][C:11]=2[F:21])=[CH:5][C:6]=1[C:7]([NH2:9])=[O:8].Cl[C:23]1[N:28]=[C:27]2[N:29]=[N:30][NH:31][C:26]2=[CH:25][CH:24]=1. (8) Given the product [NH2:21][C:16]1[CH:17]=[N:18][C:19]2[C:14]([C:15]=1[NH:24][C:25]1[CH:26]=[C:27]([CH:33]=[CH:34][CH:35]=1)[C:28]([O:30][CH2:31][CH3:32])=[O:29])=[CH:13][CH:12]=[C:11]([C:6]1[C:7]([O:9][CH3:10])=[N:8][C:3]([O:2][CH3:1])=[N:4][CH:5]=1)[CH:20]=2, predict the reactants needed to synthesize it. The reactants are: [CH3:1][O:2][C:3]1[N:8]=[C:7]([O:9][CH3:10])[C:6]([C:11]2[CH:20]=[C:19]3[C:14]([C:15]([NH:24][C:25]4[CH:26]=[C:27]([CH:33]=[CH:34][CH:35]=4)[C:28]([O:30][CH2:31][CH3:32])=[O:29])=[C:16]([N+:21]([O-])=O)[CH:17]=[N:18]3)=[CH:13][CH:12]=2)=[CH:5][N:4]=1.O.O.[Sn](Cl)Cl.C(=O)([O-])[O-].[Na+].[Na+].ClCCl. (9) Given the product [Cl:14][C:15]1[CH:20]=[C:19]([Cl:21])[CH:18]=[CH:17][C:16]=1[C:22]1[C:23]([C:39]#[N:40])=[C:24]([N:33]2[CH2:34][CH2:35][O:36][CH2:37][CH2:38]2)[S:25][C:26]=1[C:27]1[NH:28][CH:29]=[C:30]([CH3:32])[N:31]=1, predict the reactants needed to synthesize it. The reactants are: CS(C)=O.C(Cl)Cl.C(Cl)(=O)C(Cl)=O.[Cl:14][C:15]1[CH:20]=[C:19]([Cl:21])[CH:18]=[CH:17][C:16]=1[C:22]1[C:23]([C:39]#[N:40])=[C:24]([N:33]2[CH2:38][CH2:37][O:36][CH2:35][CH2:34]2)[S:25][C:26]=1[C:27]1[NH:28][CH2:29][CH:30]([CH3:32])[N:31]=1.[OH-].[NH4+].